Dataset: Full USPTO retrosynthesis dataset with 1.9M reactions from patents (1976-2016). Task: Predict the reactants needed to synthesize the given product. (1) Given the product [Cl:1][C:2]1[N:3]=[CH:4][N:5]=[C:6]([NH:9][CH:10]2[CH2:14][CH2:13][N:12]([C:15]([O:17][C:18]([CH3:21])([CH3:20])[CH3:19])=[O:16])[CH2:11]2)[CH:7]=1, predict the reactants needed to synthesize it. The reactants are: [Cl:1][C:2]1[C:7](Cl)=[CH:6][N:5]=[CH:4][N:3]=1.[NH2:9][CH:10]1[CH2:14][CH2:13][N:12]([C:15]([O:17][C:18]([CH3:21])([CH3:20])[CH3:19])=[O:16])[CH2:11]1.CCN(C(C)C)C(C)C. (2) Given the product [C:15]1([O:11][C:16]([NH:10][NH:9][C:6]2[CH:7]=[CH:8][C:3]([Cl:2])=[CH:4][CH:5]=2)=[O:19])[CH:22]=[CH:21][CH:12]=[CH:13][CH:14]=1, predict the reactants needed to synthesize it. The reactants are: Cl.[Cl:2][C:3]1[CH:8]=[CH:7][C:6]([NH:9][NH2:10])=[CH:5][CH:4]=1.[O:11]1[CH2:15][CH2:14][CH2:13][CH2:12]1.[C:16](=[O:19])([O-])O.[Na+].[CH2:21](OCC)[CH3:22]. (3) Given the product [Cl:27][C:28]1[CH:29]=[C:30]([CH:32]=[CH:33][CH:34]=1)[NH:31][C:12]1[C:11]2[C:16](=[CH:17][C:8]([N:5]3[CH2:6][CH2:7][C@H:3]([N:2]([CH3:26])[CH3:1])[CH2:4]3)=[CH:9][C:10]=2[O:19][CH:20]2[CH2:25][CH2:24][O:23][CH2:22][CH2:21]2)[N:15]=[CH:14][N:13]=1, predict the reactants needed to synthesize it. The reactants are: [CH3:1][N:2]([CH3:26])[C@H:3]1[CH2:7][CH2:6][N:5]([C:8]2[CH:17]=[C:16]3[C:11]([C:12](=O)[NH:13][CH:14]=[N:15]3)=[C:10]([O:19][CH:20]3[CH2:25][CH2:24][O:23][CH2:22][CH2:21]3)[CH:9]=2)[CH2:4]1.[Cl:27][C:28]1[CH:29]=[C:30]([CH:32]=[CH:33][CH:34]=1)[NH2:31]. (4) Given the product [F:43][C:40]1[CH:41]=[CH:42][C:37]([NH:36][C:35]([C:32]2([C:30]([NH:29][C:27]3[CH:26]=[CH:25][C:3]([O:4][C:5]4[C:6]5[CH:13]=[C:12]([C:14](=[O:15])[NH:53][CH2:52][CH2:51][N:45]6[CH2:50][CH2:49][O:48][CH2:47][CH2:46]6)[N:11]([CH2:17][O:18][CH2:19][CH2:20][Si:21]([CH3:23])([CH3:22])[CH3:24])[C:7]=5[N:8]=[CH:9][N:10]=4)=[C:2]([F:1])[CH:28]=3)=[O:31])[CH2:33][CH2:34]2)=[O:44])=[CH:38][CH:39]=1, predict the reactants needed to synthesize it. The reactants are: [F:1][C:2]1[CH:28]=[C:27]([NH:29][C:30]([C:32]2([C:35](=[O:44])[NH:36][C:37]3[CH:42]=[CH:41][C:40]([F:43])=[CH:39][CH:38]=3)[CH2:34][CH2:33]2)=[O:31])[CH:26]=[CH:25][C:3]=1[O:4][C:5]1[C:6]2[CH:13]=[C:12]([C:14](O)=[O:15])[N:11]([CH2:17][O:18][CH2:19][CH2:20][Si:21]([CH3:24])([CH3:23])[CH3:22])[C:7]=2[N:8]=[CH:9][N:10]=1.[N:45]1([CH2:51][CH2:52][NH2:53])[CH2:50][CH2:49][O:48][CH2:47][CH2:46]1.CN(C(ON1N=NC2C=CC=NC1=2)=[N+](C)C)C.F[P-](F)(F)(F)(F)F.CN(C=O)C. (5) Given the product [Cl:49][C:46]1[CH:45]=[CH:44][C:43]([CH:8]([C:5]2[CH:6]=[CH:7][C:2]([Cl:1])=[CH:3][CH:4]=2)[C:9]2[CH:10]=[C:11]3[C:16](=[C:17]([N:19]4[CH2:20][CH2:21][CH2:22][C:23]4=[O:25])[CH:18]=2)[NH:15][C:14](=[O:28])[CH:13]=[C:12]3[NH:29][CH:30]2[CH2:35][CH2:34][N:33]([S:36]([C:39]([F:41])([F:42])[F:40])(=[O:38])=[O:37])[CH2:32][CH2:31]2)=[CH:48][CH:47]=1, predict the reactants needed to synthesize it. The reactants are: [Cl:1][C:2]1[CH:7]=[CH:6][C:5]([CH:8]([C:43]2[CH:48]=[CH:47][C:46]([Cl:49])=[CH:45][CH:44]=2)[C:9]2[CH:10]=[C:11]3[C:16](=[C:17]([NH:19][CH2:20][CH2:21][CH2:22][C:23]([O:25]CC)=O)[CH:18]=2)[NH:15][C:14](=[O:28])[CH:13]=[C:12]3[NH:29][CH:30]2[CH2:35][CH2:34][N:33]([S:36]([C:39]([F:42])([F:41])[F:40])(=[O:38])=[O:37])[CH2:32][CH2:31]2)=[CH:4][CH:3]=1.[OH-].[Na+]. (6) Given the product [NH2:50][C:51]1[N:56]=[C:55]([N:57]2[CH2:58][CH2:59][C:60]3([CH2:64][NH:63][C@H:62]([C:65]([O:67][CH3:2])=[O:66])[CH2:61]3)[CH2:68][CH2:69]2)[CH:54]=[C:53]([O:70][C@H:71]([C:76]2[CH:81]=[CH:80][C:79]([Cl:82])=[CH:78][C:77]=2[C:83]2[CH:88]=[CH:87][CH:86]=[C:85]([S:89](=[O:91])(=[O:92])[NH2:90])[CH:84]=2)[C:72]([F:75])([F:74])[F:73])[N:52]=1, predict the reactants needed to synthesize it. The reactants are: N[C:2]1N=C(N2CCC3(CN[C@H](C(OC(C)C)=O)C3)CC2)C=C(O[C@H](C2C=CC(C3C=CC(C)=C(C)C=3)=CC=2N2C=CC(C)=N2)C(F)(F)F)N=1.[NH2:50][C:51]1[N:56]=[C:55]([N:57]2[CH2:69][CH2:68][C:60]3([CH2:64][NH:63][C@H:62]([C:65]([OH:67])=[O:66])[CH2:61]3)[CH2:59][CH2:58]2)[CH:54]=[C:53]([O:70][C@H:71]([C:76]2[CH:81]=[CH:80][C:79]([Cl:82])=[CH:78][C:77]=2[C:83]2[CH:88]=[CH:87][CH:86]=[C:85]([S:89](=[O:92])(=[O:91])[NH2:90])[CH:84]=2)[C:72]([F:75])([F:74])[F:73])[N:52]=1. (7) Given the product [CH3:1][O:2][C:3](=[O:12])[C:4]1[CH:9]=[CH:8][C:7]([CH:10]=[N:23][C:22]2[CH:24]=[CH:25][C:19]([CH:13]3[CH2:18][CH2:17][CH2:16][CH2:15][CH2:14]3)=[CH:20][CH:21]=2)=[CH:6][CH:5]=1, predict the reactants needed to synthesize it. The reactants are: [CH3:1][O:2][C:3](=[O:12])[C:4]1[CH:9]=[CH:8][C:7]([CH:10]=O)=[CH:6][CH:5]=1.[CH:13]1([C:19]2[CH:25]=[CH:24][C:22]([NH2:23])=[CH:21][CH:20]=2)[CH2:18][CH2:17][CH2:16][CH2:15][CH2:14]1. (8) Given the product [CH2:19]([O:18][C:9]1[N:8]=[C:7]2[C:12]([N:13]=[C:14]([O:15][CH3:16])[N:6]2[CH2:5][CH2:4][CH2:3][CH2:2][NH:27][CH2:26][CH2:25][O:24][CH3:23])=[C:11]([NH2:17])[N:10]=1)[CH2:20][CH2:21][CH3:22], predict the reactants needed to synthesize it. The reactants are: Br[CH2:2][CH2:3][CH2:4][CH2:5][N:6]1[C:14]([O:15][CH3:16])=[N:13][C:12]2[C:7]1=[N:8][C:9]([O:18][CH2:19][CH2:20][CH2:21][CH3:22])=[N:10][C:11]=2[NH2:17].[CH3:23][O:24][CH2:25][CH2:26][NH2:27].